This data is from Full USPTO retrosynthesis dataset with 1.9M reactions from patents (1976-2016). The task is: Predict the reactants needed to synthesize the given product. (1) The reactants are: [NH:1]1[CH:5]=[CH:4][N:3]=[C:2]1[C:6]([O:8][CH2:9][CH3:10])=[O:7].[N+:11]([O-])([OH:13])=[O:12]. Given the product [N+:11]([C:5]1[N:1]=[C:2]([C:6]([O:8][CH2:9][CH3:10])=[O:7])[NH:3][CH:4]=1)([O-:13])=[O:12], predict the reactants needed to synthesize it. (2) Given the product [Cl:1][C:2]1[CH:7]=[CH:6][C:5]([O:29][C:26]2[CH:25]=[CH:24][C:23]([C@H:22]3[C:15]4=[N:14][S:13](=[O:30])(=[O:12])[CH2:18][CH2:17][N:16]4[CH2:19][CH2:20][CH2:21]3)=[CH:28][CH:27]=2)=[C:4]([CH3:11])[CH:3]=1, predict the reactants needed to synthesize it. The reactants are: [Cl:1][C:2]1[CH:7]=[CH:6][C:5](B(O)O)=[C:4]([CH3:11])[CH:3]=1.[O:12]=[S:13]1(=[O:30])[CH2:18][CH2:17][N:16]2[CH2:19][CH2:20][CH2:21][C@@H:22]([C:23]3[CH:28]=[CH:27][C:26]([OH:29])=[CH:25][CH:24]=3)[C:15]2=[N:14]1.N1C=CC=CC=1.C(=O)([O-])[O-].[Cs+].[Cs+].